Dataset: Catalyst prediction with 721,799 reactions and 888 catalyst types from USPTO. Task: Predict which catalyst facilitates the given reaction. (1) Reactant: [F:1][C:2]1[CH:25]=[C:24]([N+:26]([O-:28])=[O:27])[CH:23]=[CH:22][C:3]=1[O:4][C:5]1[CH:10]=[CH:9][N:8]=[C:7]2[CH:11]=[C:12]([C:14]3[CH:21]=[CH:20][C:17]([CH:18]=O)=[CH:16][N:15]=3)[S:13][C:6]=12.[CH3:29][O:30][CH2:31][CH2:32][NH2:33].[BH-](OC(C)=O)(OC(C)=O)OC(C)=O.[Na+]. Product: [F:1][C:2]1[CH:25]=[C:24]([N+:26]([O-:28])=[O:27])[CH:23]=[CH:22][C:3]=1[O:4][C:5]1[CH:10]=[CH:9][N:8]=[C:7]2[CH:11]=[C:12]([C:14]3[N:15]=[CH:16][C:17]([CH2:18][NH:33][CH2:32][CH2:31][O:30][CH3:29])=[CH:20][CH:21]=3)[S:13][C:6]=12. The catalyst class is: 2. (2) Reactant: [NH2:1][C:2]1[CH:7]=[C:6]([CH2:8][CH2:9][NH2:10])[CH:5]=[CH:4][C:3]=1[OH:11].N([O-])=O.[Na+].[N-:16]=[N+:17]=[N-].[Na+]. Product: [NH2:10][CH2:9][CH2:8][C:6]1[CH:5]=[CH:4][C:3]([OH:11])=[C:2]([N:1]=[N+:16]=[N-:17])[CH:7]=1. The catalyst class is: 126. (3) Reactant: [CH3:1][C:2]1[N:12]=[C:11]([C:13]([F:16])([F:15])[F:14])[CH:10]=[CH:9][C:3]=1[C:4]([O:6]CC)=O.CO[CH:19](OC)[N:20](C)C. Product: [F:16][C:13]([F:14])([F:15])[C:11]1[CH:10]=[CH:9][C:3]2[C:4](=[O:6])[NH:20][CH:19]=[CH:1][C:2]=2[N:12]=1. The catalyst class is: 9.